Predict the product of the given reaction. From a dataset of Forward reaction prediction with 1.9M reactions from USPTO patents (1976-2016). (1) The product is: [Cl:6][C:7]1[CH:12]=[CH:11][C:10]([C:13]2[S:38][C:16]3[C:17](=[O:37])[N:18]([C:21]4[CH:22]=[N:23][C:24]([N:27]5[CH2:31][CH2:30][C@@H:29]([N:32]([CH2:33][CH:34]([F:36])[F:35])[CH3:1])[CH2:28]5)=[CH:25][CH:26]=4)[CH:19]=[CH:20][C:15]=3[CH:14]=2)=[CH:9][CH:8]=1. Given the reactants [C:1]([BH3-])#N.[Na+].Cl.[Cl:6][C:7]1[CH:12]=[CH:11][C:10]([C:13]2[S:38][C:16]3[C:17](=[O:37])[N:18]([C:21]4[CH:22]=[N:23][C:24]([N:27]5[CH2:31][CH2:30][C@@H:29]([NH:32][CH2:33][CH:34]([F:36])[F:35])[CH2:28]5)=[CH:25][CH:26]=4)[CH:19]=[CH:20][C:15]=3[CH:14]=2)=[CH:9][CH:8]=1.C(O)(=O)C.C=O, predict the reaction product. (2) Given the reactants [F:1][C:2]1[CH:3]=[C:4]([NH:9][C:10]([C:12]2[CH:13]=[C:14]([S:18](Cl)(=[O:20])=[O:19])[S:15][C:16]=2[CH3:17])=[O:11])[CH:5]=[CH:6][C:7]=1[F:8].[F:22][C:23]([F:28])([F:27])[C@H:24]([NH2:26])[CH3:25], predict the reaction product. The product is: [F:1][C:2]1[CH:3]=[C:4]([NH:9][C:10]([C:12]2[CH:13]=[C:14]([S:18](=[O:20])(=[O:19])[NH:26][C@H:24]([CH3:25])[C:23]([F:28])([F:27])[F:22])[S:15][C:16]=2[CH3:17])=[O:11])[CH:5]=[CH:6][C:7]=1[F:8]. (3) The product is: [ClH:26].[N:13]1([CH2:12][CH:8]2[C:7]3[CH:6]=[CH:5][CH:4]=[C:3]([C:1]#[N:2])[C:11]=3[O:10][CH2:9]2)[CH2:18][CH2:17][NH:16][CH2:15][CH2:14]1. Given the reactants [C:1]([C:3]1[C:11]2[O:10][CH2:9][CH:8]([CH2:12][N:13]3[CH2:18][CH2:17][N:16](C(OC(C)(C)C)=O)[CH2:15][CH2:14]3)[C:7]=2[CH:6]=[CH:5][CH:4]=1)#[N:2].[ClH:26].O1CCOCC1, predict the reaction product. (4) Given the reactants [CH3:1][C:2]1[CH:7]=[CH:6][C:5]([C:8]2[CH:13]=[CH:12][CH:11]=[CH:10][C:9]=2[Cl:14])=[CH:4][CH:3]=1.C1C(=O)N([Br:22])C(=O)C1, predict the reaction product. The product is: [Br:22][CH2:1][C:2]1[CH:3]=[CH:4][C:5]([C:8]2[CH:13]=[CH:12][CH:11]=[CH:10][C:9]=2[Cl:14])=[CH:6][CH:7]=1. (5) Given the reactants [CH:1]([C:3]1([OH:15])[CH2:14][CH2:13][CH2:12][CH2:11][CH2:10][CH2:9][CH2:8][CH2:7][CH2:6][CH2:5][CH2:4]1)=[CH2:2].C1(=O)CCCCCCCCCCC1, predict the reaction product. The product is: [C:3]1(=[O:15])[CH2:1][CH2:2][CH2:4][CH2:5][CH2:6][CH2:7][CH2:8][CH2:9][CH2:10][CH2:11][CH2:12][CH2:13][CH2:14]1.